From a dataset of Human liver microsome stability data. Regression/Classification. Given a drug SMILES string, predict its absorption, distribution, metabolism, or excretion properties. Task type varies by dataset: regression for continuous measurements (e.g., permeability, clearance, half-life) or binary classification for categorical outcomes (e.g., BBB penetration, CYP inhibition). Dataset: hlm. (1) The drug is Cn1c(-c2ccc(Cl)cc2)c(C2CCCC2)c2ccc(C(=O)NC3(C(=O)Nc4ccc(C=CC(=O)O)cc4)CCC3)cc21. The result is 0 (unstable in human liver microsomes). (2) The compound is CCc1nc(N)nc(N)c1-c1ccc2c(c1)N(CCNC(C)=O)C(=O)[C@](C)(c1ccccc1)O2. The result is 0 (unstable in human liver microsomes). (3) The compound is CCOc1cc(NC(=O)C2(NC(=O)c3ccc4c(C5CCCC5)c(-c5ncc(Cl)cn5)n(C)c4c3)CCC2)ccc1C=CC(=O)OCOP(=O)(O)OC(C)(C)C. The result is 0 (unstable in human liver microsomes). (4) The molecule is COCc1cc(N)c(Nc2ccc(C#N)cc2)cc1Oc1c(C)cc(CCC#N)cc1C. The result is 0 (unstable in human liver microsomes). (5) The compound is COc1cncc(-c2nccc(-c3cc4c([nH]3)C3(CCCNC3)CNC4=O)n2)c1. The result is 0 (unstable in human liver microsomes). (6) The compound is COc1ccc2[nH]cc(C3CCN(CCCCN4C(=O)CC(c5c[nH]c6ccc(F)cc56)C4=O)CC3)c2c1. The result is 1 (stable in human liver microsomes).